Dataset: Catalyst prediction with 721,799 reactions and 888 catalyst types from USPTO. Task: Predict which catalyst facilitates the given reaction. (1) Reactant: [CH3:1][C:2]([CH3:15])=[CH:3][C:4]([NH:6][C:7]1[CH:12]=[CH:11][C:10]([O:13][CH3:14])=[CH:9][CH:8]=1)=[O:5].[Cl-].[Cl-].[Cl-].[Al+3]. Product: [CH3:1][C:2]1([CH3:15])[C:8]2[C:7](=[CH:12][CH:11]=[C:10]([O:13][CH3:14])[CH:9]=2)[NH:6][C:4](=[O:5])[CH2:3]1. The catalyst class is: 4. (2) Reactant: [C:1]([O:5][C:6]([N:8]1[CH2:13][CH2:12][N:11]([C:14]2[CH:19]=[CH:18][C:17]([C:20]3[O:24][CH:23]=[N:22][C:21]=3[C:25](=[O:38])[NH:26][CH2:27][C:28]3[CH:33]=[CH:32][C:31]([O:34][CH3:35])=[CH:30][C:29]=3[O:36][CH3:37])=[CH:16][CH:15]=2)[CH2:10][C:9]1([CH3:40])[CH3:39])=[O:7])([CH3:4])([CH3:3])[CH3:2].[Li+].C[Si]([N-][Si](C)(C)C)(C)C.[I:51]I. Product: [C:1]([O:5][C:6]([N:8]1[CH2:13][CH2:12][N:11]([C:14]2[CH:19]=[CH:18][C:17]([C:20]3[O:24][C:23]([I:51])=[N:22][C:21]=3[C:25](=[O:38])[NH:26][CH2:27][C:28]3[CH:33]=[CH:32][C:31]([O:34][CH3:35])=[CH:30][C:29]=3[O:36][CH3:37])=[CH:16][CH:15]=2)[CH2:10][C:9]1([CH3:40])[CH3:39])=[O:7])([CH3:4])([CH3:3])[CH3:2]. The catalyst class is: 1. (3) Reactant: Cl[CH:2]([O:4][C:5](=[O:28])[NH:6][CH2:7][C:8]1[N:17]=[C:16]([N:18]([C:20]2[CH:25]=[CH:24][C:23]([O:26][CH3:27])=[CH:22][CH:21]=2)[CH3:19])[C:15]2[C:10](=[CH:11][CH:12]=[CH:13][CH:14]=2)[N:9]=1)[CH3:3].[C:29]([OH:34])(=[O:33])[CH:30]([CH3:32])[CH3:31].C([O-])([O-])=O.[Cs+].[Cs+]. Product: [CH3:27][O:26][C:23]1[CH:24]=[CH:25][C:20]([N:18]([CH3:19])[C:16]2[C:15]3[C:10](=[CH:11][CH:12]=[CH:13][CH:14]=3)[N:9]=[C:8]([CH2:7][NH:6][C:5]([O:4][CH:2]([O:34][C:29](=[O:33])[CH:30]([CH3:32])[CH3:31])[CH3:3])=[O:28])[N:17]=2)=[CH:21][CH:22]=1. The catalyst class is: 1. (4) Reactant: [NH2:1][C:2]1[C:3]([Br:8])=[N:4][CH:5]=[CH:6][CH:7]=1.[C:9](O[C:9]([O:11][C:12]([CH3:15])([CH3:14])[CH3:13])=[O:10])([O:11][C:12]([CH3:15])([CH3:14])[CH3:13])=[O:10].C[Si]([N-][Si](C)(C)C)(C)C.[Na+]. Product: [C:12]([O:11][C:9](=[O:10])[NH:1][C:2]1[C:3]([Br:8])=[N:4][CH:5]=[CH:6][CH:7]=1)([CH3:15])([CH3:14])[CH3:13]. The catalyst class is: 1. (5) Reactant: Cl[C:2]1[CH:7]=[CH:6][C:5]([CH3:8])=[CH:4][C:3]=1[N+:9]([O-:11])=[O:10].[CH3:12][C:13]1[O:14][C:15]([CH3:19])=[CH:16][C:17]=1[SH:18].C([O-])([O-])=O.[K+].[K+]. Product: [CH3:12][C:13]1[O:14][C:15]([CH3:19])=[CH:16][C:17]=1[S:18][C:2]1[CH:7]=[CH:6][C:5]([CH3:8])=[CH:4][C:3]=1[N+:9]([O-:11])=[O:10]. The catalyst class is: 18.